This data is from CYP1A2 inhibition data for predicting drug metabolism from PubChem BioAssay. The task is: Regression/Classification. Given a drug SMILES string, predict its absorption, distribution, metabolism, or excretion properties. Task type varies by dataset: regression for continuous measurements (e.g., permeability, clearance, half-life) or binary classification for categorical outcomes (e.g., BBB penetration, CYP inhibition). Dataset: cyp1a2_veith. (1) The drug is NCCCCCCCCCCN. The result is 0 (non-inhibitor). (2) The compound is O=C(Nc1cccc2ccccc12)c1cn(-c2ccccc2)nc1-c1cccs1. The result is 1 (inhibitor).